This data is from Forward reaction prediction with 1.9M reactions from USPTO patents (1976-2016). The task is: Predict the product of the given reaction. (1) The product is: [CH2:16]([O:18][C:19](=[O:38])[CH:20]([CH:32]1[CH2:37][CH2:36][CH2:35][CH2:34][CH2:33]1)[C:21](=[O:22])[CH:10]1[CH2:11][CH2:12][CH2:13][CH2:14][C:9]1=[O:15])[CH3:17]. Given the reactants [Li+].CC([N-]C(C)C)C.[C:9]1(=[O:15])[CH2:14][CH2:13][CH2:12][CH2:11][CH2:10]1.[CH2:16]([O:18][C:19](=[O:38])[CH:20]([CH:32]1[CH2:37][CH2:36][CH2:35][CH2:34][CH2:33]1)[C:21](N1C2C=CC=CC=2N=N1)=[O:22])[CH3:17], predict the reaction product. (2) Given the reactants [Br:1][C:2]1[N:3]=[C:4]2[C:11]([CH:12]=[O:13])=[CH:10][N:9]([CH2:14][O:15][CH2:16][CH2:17][Si:18]([CH3:21])([CH3:20])[CH3:19])[C:5]2=[N:6][C:7]=1[CH3:8].S(=O)(=O)([OH:24])N.P([O-])(O)(O)=O.[K+].Cl([O-])=O.[Na+], predict the reaction product. The product is: [Br:1][C:2]1[N:3]=[C:4]2[C:11]([C:12]([OH:24])=[O:13])=[CH:10][N:9]([CH2:14][O:15][CH2:16][CH2:17][Si:18]([CH3:20])([CH3:19])[CH3:21])[C:5]2=[N:6][C:7]=1[CH3:8].